Predict which catalyst facilitates the given reaction. From a dataset of Catalyst prediction with 721,799 reactions and 888 catalyst types from USPTO. Product: [OH:2][CH2:3][CH2:4][N:5]1[CH:13]=[C:12]2[C:7]([CH:8]=[CH:9][C:10]([NH:14][C:15](=[O:35])[C:16]3[CH:21]=[CH:20][CH:19]=[CH:18][C:17]=3[NH:22][CH2:23][C:24]3[CH:29]=[CH:28][N:27]=[C:26]([NH:30][C:31]([NH:33][CH3:34])=[O:32])[CH:25]=3)=[CH:11]2)=[N:6]1. The catalyst class is: 2. Reactant: C[O:2][CH2:3][CH2:4][N:5]1[CH:13]=[C:12]2[C:7]([CH:8]=[CH:9][C:10]([NH:14][C:15](=[O:35])[C:16]3[CH:21]=[CH:20][CH:19]=[CH:18][C:17]=3[NH:22][CH2:23][C:24]3[CH:29]=[CH:28][N:27]=[C:26]([NH:30][C:31]([NH:33][CH3:34])=[O:32])[CH:25]=3)=[CH:11]2)=[N:6]1.B(Br)(Br)Br.